Dataset: Reaction yield outcomes from USPTO patents with 853,638 reactions. Task: Predict the reaction yield, written as a fraction of the theoretical maximum amount of product (1.0 means a 100% yield; for example, 0.34 means a 34% yield). (1) The reactants are [N+]([C:4]1[CH:9]=[CH:8][CH:7]=[C:6]([N+:10]([O-:12])=[O:11])[CH:5]=1)([O-])=O.[Cl:13][C:14]1[CH:19]=[CH:18][C:17]([OH:20])=[CH:16][C:15]=1[CH2:21][CH3:22].C(=O)([O-])[O-].[Cs+].[Cs+]. The catalyst is CS(C)=O. The product is [Cl:13][C:14]1[CH:19]=[CH:18][C:17]([O:20][C:4]2[CH:5]=[C:6]([N+:10]([O-:12])=[O:11])[CH:7]=[CH:8][CH:9]=2)=[CH:16][C:15]=1[CH2:21][CH3:22]. The yield is 0.780. (2) The reactants are S(=O)(=O)(O)O.[NH2:6][CH2:7][C:8]#[N:9].C(N(CC)CC)C.[N:17]1[CH:22]=[CH:21][CH:20]=[C:19]([C:23](SC)=[S:24])[CH:18]=1. The catalyst is CO. The product is [N:17]1[CH:22]=[CH:21][CH:20]=[C:19]([C:23]2[S:24][C:7]([NH2:6])=[CH:8][N:9]=2)[CH:18]=1. The yield is 0.660. (3) The reactants are Cl[C:2]1[N:7]=[C:6]([NH:8][C:9]2[NH:10][N:11]=[C:12]([CH:14]3[CH2:16][CH2:15]3)[CH:13]=2)[C:5]([N+:17]([O-:19])=[O:18])=[CH:4][CH:3]=1.C(OC([N:27]1[C:35]2[C:30](=[CH:31][CH:32]=[C:33]([NH2:36])[CH:34]=2)[C:29](=[O:37])[NH:28]1)=O)(C)(C)C. No catalyst specified. The product is [CH:14]1([C:12]2[CH:13]=[C:9]([NH:8][C:6]3[N:7]=[C:2]([NH:36][C:33]4[CH:34]=[C:35]5[C:30]([C:29](=[O:37])[NH:28][NH:27]5)=[CH:31][CH:32]=4)[CH:3]=[CH:4][C:5]=3[N+:17]([O-:19])=[O:18])[NH:10][N:11]=2)[CH2:16][CH2:15]1. The yield is 0.162. (4) The yield is 0.860. No catalyst specified. The reactants are [Cl:1][C:2]1[CH:7]=[CH:6][CH:5]=[CH:4][C:3]=1[C:8]1[C:16]2[O:15][CH:14]([CH2:17][OH:18])[CH2:13][C:12]=2[CH:11]=[CH:10][C:9]=1[Cl:19].[C:20]1([CH3:30])[CH:25]=[CH:24][C:23]([S:26](Cl)(=[O:28])=[O:27])=[CH:22][CH:21]=1.CC1C=CC(S(OCC2CC3C(C(F)(F)F)=CC=C(Cl)C=3O2)(=O)=O)=CC=1. The product is [CH3:30][C:20]1[CH:25]=[CH:24][C:23]([S:26]([O:18][CH2:17][CH:14]2[CH2:13][C:12]3[CH:11]=[CH:10][C:9]([Cl:19])=[C:8]([C:3]4[CH:4]=[CH:5][CH:6]=[CH:7][C:2]=4[Cl:1])[C:16]=3[O:15]2)(=[O:28])=[O:27])=[CH:22][CH:21]=1. (5) The reactants are C(OC([N:11]1[CH2:16][CH2:15][CH2:14][C:13]([NH:23][C:24](=[O:41])[C:25]2[C:30]([C:31]([F:34])([F:33])[F:32])=[CH:29][C:28]([C:35]([F:38])([F:37])[F:36])=[CH:27][C:26]=2[O:39][CH3:40])([C:17]2[CH:22]=[CH:21][CH:20]=[CH:19][CH:18]=2)[CH2:12]1)=O)C1C=CC=CC=1. The product is [CH3:40][O:39][C:26]1[CH:27]=[C:28]([C:35]([F:36])([F:37])[F:38])[CH:29]=[C:30]([C:31]([F:34])([F:32])[F:33])[C:25]=1[C:24]([NH:23][C:13]1([C:17]2[CH:18]=[CH:19][CH:20]=[CH:21][CH:22]=2)[CH2:14][CH2:15][CH2:16][NH:11][CH2:12]1)=[O:41]. The catalyst is CO.[Pd]. The yield is 0.960.